Predict the reaction yield, written as a fraction of the theoretical maximum amount of product (1.0 means a 100% yield; for example, 0.34 means a 34% yield). From a dataset of Reaction yield outcomes from USPTO patents with 853,638 reactions. (1) The reactants are [Li][CH2:2][CH2:3][CH2:4][CH3:5].[CH3:6][C@@H:7]1[O:11][C:10](=[O:12])[CH:9]=[CH:8]1. The catalyst is C(OCC)C.[Cu]I. The product is [CH2:2]([C@H:8]1[C@H:7]([CH3:6])[O:11][C:10](=[O:12])[CH2:9]1)[CH2:3][CH2:4][CH3:5]. The yield is 0.880. (2) The reactants are [F:1][C:2]1[CH:3]=[C:4]([CH:9]=[CH:10][C:11]=1[C:12]1[CH:17]=[N:16][C:15]([O:18][CH2:19][CH:20]2[CH2:25][CH2:24][N:23]([CH2:26][C:27]([F:30])([CH3:29])[CH3:28])[CH2:22][CH2:21]2)=[CH:14][N:13]=1)[C:5]([O:7]C)=[O:6].O[Li].O. The catalyst is O. The product is [F:1][C:2]1[CH:3]=[C:4]([CH:9]=[CH:10][C:11]=1[C:12]1[CH:17]=[N:16][C:15]([O:18][CH2:19][CH:20]2[CH2:25][CH2:24][N:23]([CH2:26][C:27]([F:30])([CH3:28])[CH3:29])[CH2:22][CH2:21]2)=[CH:14][N:13]=1)[C:5]([OH:7])=[O:6]. The yield is 0.860.